From a dataset of Forward reaction prediction with 1.9M reactions from USPTO patents (1976-2016). Predict the product of the given reaction. Given the reactants [Br:1][C:2]1[C:3]([Cl:22])=[N:4][CH:5]=[C:6]([CH:21]=1)[C:7]([NH:9][C:10]1[CH:15]=[CH:14][C:13]([O:16][C:17]([F:20])([F:19])[F:18])=[CH:12][CH:11]=1)=[O:8].[NH2:23][CH2:24][CH2:25][CH2:26][OH:27].[CH3:28][CH2:29][N:30]([CH:34]([CH3:36])[CH3:35])[CH:31]([CH3:33])[CH3:32], predict the reaction product. The product is: [Br:1][C:2]1[C:3]([NH:23][CH2:24][CH2:25][CH2:26][OH:27])=[N:4][CH:5]=[C:6]([CH:21]=1)[C:7]([NH:9][C:10]1[CH:15]=[CH:14][C:13]([O:16][C:17]([F:20])([F:19])[F:18])=[CH:12][CH:11]=1)=[O:8].[CH3:28][CH2:29][N:30]([CH:34]([CH3:36])[CH3:35])[CH:31]([CH3:33])[CH3:32].[ClH:22].